This data is from Forward reaction prediction with 1.9M reactions from USPTO patents (1976-2016). The task is: Predict the product of the given reaction. (1) Given the reactants [Cl:1][C:2]1[CH:20]=[CH:19][C:5]([C:6]([NH:8][C:9]2[CH:10]=[C:11]([CH:15]=[CH:16][C:17]=2[CH3:18])[C:12]([OH:14])=O)=[O:7])=[CH:4][N:3]=1.CN(C(ON1N=NC2C=CC=CC1=2)=[N+](C)C)C.F[P-](F)(F)(F)(F)F.Cl.[Br:46][C:47]1[CH:52]=[CH:51][C:50]([CH:53]2[CH2:56][NH:55][CH2:54]2)=[CH:49][CH:48]=1.CCN(C(C)C)C(C)C, predict the reaction product. The product is: [Br:46][C:47]1[CH:48]=[CH:49][C:50]([CH:53]2[CH2:54][N:55]([C:12]([C:11]3[CH:15]=[CH:16][C:17]([CH3:18])=[C:9]([NH:8][C:6](=[O:7])[C:5]4[CH:19]=[CH:20][C:2]([Cl:1])=[N:3][CH:4]=4)[CH:10]=3)=[O:14])[CH2:56]2)=[CH:51][CH:52]=1. (2) Given the reactants Br[C:2]1[CH:7]=[CH:6][C:5]([NH2:8])=[C:4]([O:9][C:10]([F:13])([F:12])[F:11])[CH:3]=1.[Li]N([Si](C)(C)C)[Si](C)(C)C.[CH3:24][N:25]1[CH2:30][CH2:29][NH:28][CH2:27][CH2:26]1, predict the reaction product. The product is: [CH3:24][N:25]1[CH2:30][CH2:29][N:28]([C:2]2[CH:7]=[CH:6][C:5]([NH2:8])=[C:4]([O:9][C:10]([F:13])([F:12])[F:11])[CH:3]=2)[CH2:27][CH2:26]1. (3) Given the reactants Cl[C:2]1[C:7]2[N:8]=[CH:9][C:10]3[N:11]([CH2:12][N:13]([O:15][CH3:16])[CH:14]=3)[C:6]=2[N:5]([CH2:17][CH2:18][CH3:19])[CH2:4][C:3]=1[CH3:20].[CH2:21]([Mg]Br)[CH3:22], predict the reaction product. The product is: [CH2:21]([C:2]1[C:7]2[N:8]=[CH:9][C:10]3[N:11]([CH2:12][N:13]([O:15][CH3:16])[CH:14]=3)[C:6]=2[N:5]([CH2:17][CH2:18][CH3:19])[CH2:4][C:3]=1[CH3:20])[CH3:22]. (4) Given the reactants [F:1][C:2]1([C:21]([O:23]C)=[O:22])[CH2:7][CH2:6][N:5]([CH:8]2[CH2:11][C:10]3([CH2:15][CH2:14][N:13]([C:16]([O:18][CH2:19][CH3:20])=[O:17])[CH2:12]3)[CH2:9]2)[CH2:4][CH2:3]1.[Li+].[OH-].Cl, predict the reaction product. The product is: [CH2:19]([O:18][C:16]([N:13]1[CH2:14][CH2:15][C:10]2([CH2:11][CH:8]([N:5]3[CH2:6][CH2:7][C:2]([F:1])([C:21]([OH:23])=[O:22])[CH2:3][CH2:4]3)[CH2:9]2)[CH2:12]1)=[O:17])[CH3:20]. (5) Given the reactants [Cl:1][C:2]1[C:3]([C:8]([CH3:13])([CH3:12])[C:9]([OH:11])=O)=[N:4][CH:5]=[CH:6][N:7]=1.[CH3:14][O:15][C:16]1[CH:17]=[C:18]([CH:22]2[CH2:24][CH:23]2[NH2:25])[CH:19]=[CH:20][CH:21]=1.CN(C(ON1N=NC2C=CC=NC1=2)=[N+](C)C)C.F[P-](F)(F)(F)(F)F.CCN(C(C)C)C(C)C, predict the reaction product. The product is: [Cl:1][C:2]1[C:3]([C:8]([CH3:13])([CH3:12])[C:9]([NH:25][CH:23]2[CH2:24][CH:22]2[C:18]2[CH:19]=[CH:20][CH:21]=[C:16]([O:15][CH3:14])[CH:17]=2)=[O:11])=[N:4][CH:5]=[CH:6][N:7]=1. (6) Given the reactants [CH3:1][O:2][C:3]1[CH:4]=[C:5]([NH:15][C:16]2[C:17]3[N:34]=[CH:33][S:32][C:18]=3[N:19]=[C:20]([C:22]3[CH:31]=[CH:30][C:25]([C:26]([O:28]C)=[O:27])=[CH:24][CH:23]=3)[N:21]=2)[CH:6]=[C:7]([N:9]2[CH2:13][CH2:12][CH2:11][C@@H:10]2[CH3:14])[CH:8]=1.[OH-].[Na+], predict the reaction product. The product is: [CH3:1][O:2][C:3]1[CH:4]=[C:5]([NH:15][C:16]2[C:17]3[N:34]=[CH:33][S:32][C:18]=3[N:19]=[C:20]([C:22]3[CH:23]=[CH:24][C:25]([C:26]([OH:28])=[O:27])=[CH:30][CH:31]=3)[N:21]=2)[CH:6]=[C:7]([N:9]2[CH2:13][CH2:12][CH2:11][C@@H:10]2[CH3:14])[CH:8]=1. (7) Given the reactants [CH3:1][C:2]1[C:3]([C:18]([OH:20])=O)=[N:4][CH:5]=[C:6]([C:8]2[CH:13]=[CH:12][CH:11]=[C:10]([C:14]([F:17])([F:16])[F:15])[CH:9]=2)[CH:7]=1.F[P-](F)(F)(F)(F)F.N1(OC(N(C)C)=[N+](C)C)C2N=CC=CC=2N=N1.CCN(CC)CC.[N:52]1([CH:57]2[CH2:62][CH2:61][NH:60][CH2:59][CH2:58]2)[CH2:56][CH2:55][CH2:54][CH2:53]1, predict the reaction product. The product is: [CH3:1][C:2]1[C:3]([C:18]([N:60]2[CH2:61][CH2:62][CH:57]([N:52]3[CH2:56][CH2:55][CH2:54][CH2:53]3)[CH2:58][CH2:59]2)=[O:20])=[N:4][CH:5]=[C:6]([C:8]2[CH:13]=[CH:12][CH:11]=[C:10]([C:14]([F:15])([F:16])[F:17])[CH:9]=2)[CH:7]=1. (8) Given the reactants [NH2:1][CH2:2][C@@H:3]1[C@H:7]2[O:8][C:9]([CH3:12])([CH3:11])[O:10][C@H:6]2[C@H:5]([N:13]2[CH:21]=[N:20][C:19]3[C:14]2=[N:15][CH:16]=[N:17][C:18]=3[NH2:22])[O:4]1.O=[C:24]1[CH2:27][CH:26]([CH2:28][CH2:29][C:30]([O:32][CH2:33][C:34]2[CH:39]=[CH:38][CH:37]=[CH:36][CH:35]=2)=[O:31])[CH2:25]1.C(O)(=O)C.ClCCCl, predict the reaction product. The product is: [NH2:22][C:18]1[N:17]=[CH:16][N:15]=[C:14]2[C:19]=1[N:20]=[CH:21][N:13]2[C@H:5]1[C@@H:6]2[O:10][C:9]([CH3:12])([CH3:11])[O:8][C@@H:7]2[C@@H:3]([CH2:2][NH:1][CH:24]2[CH2:27][CH:26]([CH2:28][CH2:29][C:30]([O:32][CH2:33][C:34]3[CH:35]=[CH:36][CH:37]=[CH:38][CH:39]=3)=[O:31])[CH2:25]2)[O:4]1.